From a dataset of Full USPTO retrosynthesis dataset with 1.9M reactions from patents (1976-2016). Predict the reactants needed to synthesize the given product. Given the product [CH3:1][C:2]1[N:6]([CH2:7][C:8]2[CH:9]=[C:10]([NH2:14])[CH:11]=[CH:12][CH:13]=2)[N:5]=[C:4]([C:17]2[O:21][N:20]=[C:19]([C:22]3[CH:27]=[CH:26][C:25]([O:28][C:29]([F:32])([F:30])[F:31])=[CH:24][CH:23]=3)[N:18]=2)[N:3]=1, predict the reactants needed to synthesize it. The reactants are: [CH3:1][C:2]1[N:6]([CH2:7][C:8]2[CH:13]=[CH:12][CH:11]=[C:10]([N+:14]([O-])=O)[CH:9]=2)[N:5]=[C:4]([C:17]2[O:21][N:20]=[C:19]([C:22]3[CH:27]=[CH:26][C:25]([O:28][C:29]([F:32])([F:31])[F:30])=[CH:24][CH:23]=3)[N:18]=2)[N:3]=1.